From a dataset of Forward reaction prediction with 1.9M reactions from USPTO patents (1976-2016). Predict the product of the given reaction. (1) Given the reactants CN(C)/[CH:3]=[CH:4]/[C:5]([C:7]1[C:12](=[O:13])[CH:11]=[CH:10][N:9]([C:14]2[CH:19]=[CH:18][C:17]([C:20]([F:23])([F:22])[F:21])=[CH:16][CH:15]=2)[N:8]=1)=O.[Cl:25][C:26]1[CH:27]=[C:28]([NH:32][NH2:33])[CH:29]=[CH:30][CH:31]=1, predict the reaction product. The product is: [Cl:25][C:26]1[CH:27]=[C:28]([N:32]2[C:5]([C:7]3[C:12](=[O:13])[CH:11]=[CH:10][N:9]([C:14]4[CH:19]=[CH:18][C:17]([C:20]([F:22])([F:21])[F:23])=[CH:16][CH:15]=4)[N:8]=3)=[CH:4][CH:3]=[N:33]2)[CH:29]=[CH:30][CH:31]=1. (2) Given the reactants OC1C=CC(C(C2C=CC(O)=CC=2)(C)C)=CC=1.OC1C=CC(C(C2C=CC(O)=CC=2)(C)C)=CC=1.C1OC1.[CH3:38][CH:39]([OH:62])[CH2:40][O:41][C:42]1[CH:47]=[CH:46][C:45]([C:48]([C:51]2[CH:56]=[CH:55][C:54]([O:57]CC(O)C)=[CH:53][CH:52]=2)([CH3:50])[CH3:49])=[CH:44][CH:43]=1, predict the reaction product. The product is: [CH2:40]([O:41][C:42]1[CH:43]=[CH:44][C:45]([C:48]([C:51]2[CH:56]=[CH:55][C:54]([OH:57])=[CH:53][CH:52]=2)([CH3:49])[CH3:50])=[CH:46][CH:47]=1)[CH:39]1[O:62][CH2:38]1. (3) Given the reactants [Cl:1][C:2]1[C:3]2[CH:10]=[CH:9][N:8]([C@@H:11]3[O:26][C@H:25]([CH2:27][O:28][CH2:29][C:30]4[CH:35]=[CH:34][C:33]([Cl:36])=[CH:32][C:31]=4[Cl:37])[C@@H:14]([O:15][CH2:16][C:17]4[CH:22]=[CH:21][C:20]([Cl:23])=[CH:19][C:18]=4[Cl:24])[C@@:12]3([CH3:38])[OH:13])[C:4]=2[N:5]=[CH:6][N:7]=1.[CH3:39]I.[H-].[Na+].[Cl-].[NH4+], predict the reaction product. The product is: [Cl:1][C:2]1[C:3]2[CH:10]=[CH:9][N:8]([C@@H:11]3[O:26][C@H:25]([CH2:27][O:28][CH2:29][C:30]4[CH:35]=[CH:34][C:33]([Cl:36])=[CH:32][C:31]=4[Cl:37])[C@@H:14]([O:15][CH2:16][C:17]4[CH:22]=[CH:21][C:20]([Cl:23])=[CH:19][C:18]=4[Cl:24])[C@@:12]3([CH3:38])[O:13][CH3:39])[C:4]=2[N:5]=[CH:6][N:7]=1. (4) Given the reactants Br[C:2]1[CH:12]=[CH:11][C:5]([C:6]([N:8]([CH3:10])[CH3:9])=[O:7])=[CH:4][C:3]=1[Cl:13].C([O-])(=O)C.[K+].[B:19]1([B:19]2[O:23][C:22]([CH3:25])([CH3:24])[C:21]([CH3:27])([CH3:26])[O:20]2)[O:23][C:22]([CH3:25])([CH3:24])[C:21]([CH3:27])([CH3:26])[O:20]1.O, predict the reaction product. The product is: [Cl:13][C:3]1[CH:4]=[C:5]([CH:11]=[CH:12][C:2]=1[B:19]1[O:23][C:22]([CH3:25])([CH3:24])[C:21]([CH3:27])([CH3:26])[O:20]1)[C:6]([N:8]([CH3:10])[CH3:9])=[O:7]. (5) Given the reactants [CH3:1][O:2][C:3]1[CH:4]=[C:5]([CH:11]2[CH2:16][CH:15]([C:17]([F:20])([F:19])[F:18])[N:14]3[N:21]=[C:22]([C:24]4[CH:29]=[CH:28][N:27]=[C:26]([C:30](O)=[O:31])[CH:25]=4)[CH:23]=[C:13]3[NH:12]2)[CH:6]=[CH:7][C:8]=1[O:9][CH3:10].[N:33]1([C:39]([O:41][C:42]([CH3:45])([CH3:44])[CH3:43])=[O:40])[CH2:38][CH2:37][NH:36][CH2:35][CH2:34]1, predict the reaction product. The product is: [CH3:1][O:2][C:3]1[CH:4]=[C:5]([CH:11]2[CH2:16][CH:15]([C:17]([F:20])([F:18])[F:19])[N:14]3[N:21]=[C:22]([C:24]4[CH:29]=[CH:28][N:27]=[C:26]([C:30]([N:36]5[CH2:35][CH2:34][N:33]([C:39]([O:41][C:42]([CH3:45])([CH3:44])[CH3:43])=[O:40])[CH2:38][CH2:37]5)=[O:31])[CH:25]=4)[CH:23]=[C:13]3[NH:12]2)[CH:6]=[CH:7][C:8]=1[O:9][CH3:10]. (6) Given the reactants [CH2:1]([N:7]1[C:14]([C:15]2[S:16][C:17](Br)=[CH:18][CH:19]=2)=[C:13]2[C:9](=[C:10]([C:28]3[S:29][C:30](Br)=[CH:31][CH:32]=3)[N:11]([CH2:22][CH2:23][CH2:24][CH2:25][CH2:26][CH3:27])[C:12]2=[O:21])[C:8]1=[O:34])[CH2:2][CH2:3][CH2:4][CH2:5][CH3:6].[Cu][C:36]#[N:37].[CH3:38][N:39](C=O)C, predict the reaction product. The product is: [CH2:1]([N:7]1[C:14]([C:15]2[S:16][C:17]([C:38]#[N:39])=[CH:18][CH:19]=2)=[C:13]2[C:9](=[C:10]([C:28]3[S:29][C:30]([C:36]#[N:37])=[CH:31][CH:32]=3)[N:11]([CH2:22][CH2:23][CH2:24][CH2:25][CH2:26][CH3:27])[C:12]2=[O:21])[C:8]1=[O:34])[CH2:2][CH2:3][CH2:4][CH2:5][CH3:6]. (7) Given the reactants [CH2:1]([C:3]1[CH:8]=[CH:7][C:6]([C:9]2[CH:14]=[C:13]([F:15])[C:12](B(O)O)=[C:11]([F:19])[CH:10]=2)=[CH:5][CH:4]=1)[CH3:2].Br[C:21]1[S:22][C:23]([CH2:26][CH3:27])=[CH:24][CH:25]=1, predict the reaction product. The product is: [F:19][C:11]1[CH:10]=[C:9]([C:6]2[CH:7]=[CH:8][C:3]([CH2:1][CH3:2])=[CH:4][CH:5]=2)[CH:14]=[C:13]([F:15])[C:12]=1[C:21]1[S:22][C:23]([CH2:26][CH3:27])=[CH:24][CH:25]=1.